Regression. Given a peptide amino acid sequence and an MHC pseudo amino acid sequence, predict their binding affinity value. This is MHC class II binding data. From a dataset of Peptide-MHC class II binding affinity with 134,281 pairs from IEDB. (1) The MHC is DRB3_0202 with pseudo-sequence DRB3_0202. The binding affinity (normalized) is 0.431. The peptide sequence is TDDNEEPIAPYHFDLSGHAF. (2) The peptide sequence is LVSLLTFMIAATYNFAVLKL. The MHC is DRB1_1501 with pseudo-sequence DRB1_1501. The binding affinity (normalized) is 0.225. (3) The peptide sequence is IEDVQTDIPSEPWNT. The MHC is DRB3_0101 with pseudo-sequence DRB3_0101. The binding affinity (normalized) is 0.299. (4) The binding affinity (normalized) is 0.215. The peptide sequence is SDYVYEPFPKRVWEQ. The MHC is HLA-DQA10501-DQB10301 with pseudo-sequence HLA-DQA10501-DQB10301. (5) The peptide sequence is PRSLFPEFSELFAAFPSFAG. The MHC is DRB1_1301 with pseudo-sequence DRB1_1301. The binding affinity (normalized) is 0.0161.